This data is from Forward reaction prediction with 1.9M reactions from USPTO patents (1976-2016). The task is: Predict the product of the given reaction. (1) The product is: [NH:1]1[CH2:6][CH2:5][CH2:4][CH:3]([NH:7][C:8](=[O:14])[O:9][C:10]([CH3:12])([CH3:11])[CH3:13])[CH2:2]1. Given the reactants [N:1]1[CH:6]=[CH:5][CH:4]=[C:3]([NH:7][C:8](=[O:14])[O:9][C:10]([CH3:13])([CH3:12])[CH3:11])[CH:2]=1, predict the reaction product. (2) The product is: [F:1][C:2]1[CH:3]=[C:4]([C:12]2[C:20]3[C:19]([C:24]4[CH:29]=[CH:28][CH:27]=[CH:26][CH:25]=4)([OH:21])[CH2:18][CH2:17][C:16]=3[CH:15]=[N:14][CH:13]=2)[CH:5]=[CH:6][C:7]=1[C:8]([F:9])([F:11])[F:10]. Given the reactants [F:1][C:2]1[CH:3]=[C:4]([C:12]2[C:20]3[C:19](=[O:21])[CH2:18][CH2:17][C:16]=3[CH:15]=[N:14][CH:13]=2)[CH:5]=[CH:6][C:7]=1[C:8]([F:11])([F:10])[F:9].[Cl-].[Li+].[C:24]1([Li])[CH:29]=[CH:28][CH:27]=[CH:26][CH:25]=1, predict the reaction product. (3) Given the reactants [Cl:1][C:2]1[N:10]=[CH:9][C:8]([Cl:11])=[CH:7][C:3]=1[C:4]([OH:6])=O.Cl.[CH:13]1[C:22]2[C:17](=[CH:18][CH:19]=[CH:20][CH:21]=2)[CH:16]=[CH:15][C:14]=1[CH2:23][CH2:24][O:25][CH2:26][C:27]([NH2:29])=[NH:28].CN(C(ON1N=NC2C=CC=CC1=2)=[N+](C)C)C.[B-](F)(F)(F)F.CCN(C(C)C)C(C)C, predict the reaction product. The product is: [Cl:1][C:2]1[N:10]=[CH:9][C:8]([Cl:11])=[CH:7][C:3]=1[C:4]([NH:29][C:27](=[NH:28])[CH2:26][O:25][CH2:24][CH2:23][C:14]1[CH:15]=[CH:16][C:17]2[C:22](=[CH:21][CH:20]=[CH:19][CH:18]=2)[CH:13]=1)=[O:6]. (4) Given the reactants CS(O)(=O)=O.C(OC([NH:13][C@H:14]([C:19]([OH:21])=[O:20])[C:15]([CH3:18])([CH3:17])[CH3:16])=O)(C)(C)C.C(N(CC)CC)C, predict the reaction product. The product is: [NH2:13][C@H:14]([C:19]([OH:21])=[O:20])[C:15]([CH3:18])([CH3:17])[CH3:16]. (5) Given the reactants N(C(C)C)C(C)C.[Li]CCCC.[Br:13][C:14]1[CH:19]=[CH:18][C:17]([F:20])=[C:16]([F:21])[C:15]=1[F:22].[C:23](=[O:25])=[O:24], predict the reaction product. The product is: [Br:13][C:14]1[C:15]([F:22])=[C:16]([F:21])[C:17]([F:20])=[C:18]([CH:19]=1)[C:23]([OH:25])=[O:24]. (6) Given the reactants [CH3:1][C:2]1[C:7]([CH3:8])=[CH:6][CH:5]=[CH:4][C:3]=1[C:9]1[NH:13][N:12]=[N:11][N:10]=1.Br[CH2:15][C:16]1[CH:21]=[CH:20][CH:19]=[CH:18][C:17]=1[C:22]([F:25])([F:24])[F:23].BrCC1C=CC=CC=1C, predict the reaction product. The product is: [CH3:1][C:2]1[C:7]([CH3:8])=[CH:6][CH:5]=[CH:4][C:3]=1[C:9]1[N:13]([CH2:15][C:16]2[CH:21]=[CH:20][CH:19]=[CH:18][C:17]=2[C:22]([F:23])([F:24])[F:25])[N:12]=[N:11][N:10]=1. (7) Given the reactants [Br:1][C:2]1[CH:3]=[C:4]2[C:8](=[CH:9][C:10]=1[CH3:11])[NH:7][N:6]=[CH:5]2.C(=O)([O-])[O-].[Cs+].[Cs+].Br[CH2:19][CH2:20][CH2:21][C:22]([O:24][CH2:25][CH3:26])=[O:23], predict the reaction product. The product is: [Br:1][C:2]1[CH:3]=[C:4]2[C:8](=[CH:9][C:10]=1[CH3:11])[N:7]([CH2:19][CH2:20][CH2:21][C:22]([O:24][CH2:25][CH3:26])=[O:23])[N:6]=[CH:5]2. (8) Given the reactants Br[C:2]1[CH:10]=[CH:9][C:8]([O:11][CH3:12])=[CH:7][C:3]=1[C:4]([OH:6])=[O:5].C([Li])CCC.[CH:18]1([C:21](N(OC)C)=[O:22])[CH2:20][CH2:19]1, predict the reaction product. The product is: [CH:18]1([C:21]([C:2]2[CH:10]=[CH:9][C:8]([O:11][CH3:12])=[CH:7][C:3]=2[C:4]([OH:6])=[O:5])=[O:22])[CH2:20][CH2:19]1. (9) Given the reactants [NH2:1][C:2]1[CH:7]=[CH:6][C:5]([N:8]2[C:13](=[O:14])[CH:12]=[CH:11][N:10]=[CH:9]2)=[CH:4][CH:3]=1.Cl.Cl[CH2:17][CH2:18][NH:19][CH2:20][CH2:21]Cl.C(=O)([O-])[O-].[K+].[K+], predict the reaction product. The product is: [N:1]1([C:2]2[CH:3]=[CH:4][C:5]([N:8]3[C:13](=[O:14])[CH:12]=[CH:11][N:10]=[CH:9]3)=[CH:6][CH:7]=2)[CH2:21][CH2:20][NH:19][CH2:18][CH2:17]1.